The task is: Predict the product of the given reaction.. This data is from Forward reaction prediction with 1.9M reactions from USPTO patents (1976-2016). (1) Given the reactants [CH3:1][O:2][C:3](=[O:24])[NH:4][C@H:5]1[CH2:9][CH2:8][N:7]([C:10]2[C:11]([C:21](=O)[CH3:22])=[CH:12][C:13]([Cl:20])=[C:14]3[C:19]=2[N:18]=[CH:17][CH:16]=[CH:15]3)[CH2:6]1.C([O-])(=O)C.[NH4+].C([BH3-])#[N:31].[Na+].O1CCCC1, predict the reaction product. The product is: [CH3:1][O:2][C:3](=[O:24])[NH:4][C@H:5]1[CH2:9][CH2:8][N:7]([C:10]2[C:11]([CH:21]([NH2:31])[CH3:22])=[CH:12][C:13]([Cl:20])=[C:14]3[C:19]=2[N:18]=[CH:17][CH:16]=[CH:15]3)[CH2:6]1. (2) Given the reactants [Br:1][C:2]1[CH:3]=[N:4][N:5]2[CH:10]=[CH:9][C:8]([CH:11](Br)[CH3:12])=[CH:7][C:6]=12.[CH3:14][NH:15][C:16]1[CH:21]=[CH:20][C:19]([CH3:22])=[CH:18][N:17]=1.C([O-])([O-])=O.[K+].[K+].O, predict the reaction product. The product is: [Br:1][C:2]1[CH:3]=[N:4][N:5]2[CH:10]=[CH:9][C:8]([CH:11]([N:15]([CH3:14])[C:16]3[CH:21]=[CH:20][C:19]([CH3:22])=[CH:18][N:17]=3)[CH3:12])=[CH:7][C:6]=12. (3) Given the reactants [CH2:1]([NH:8][C:9]1[C:10]2[S:18][CH:17]=[C:16](Br)[C:11]=2[N:12]=[C:13]([Cl:15])[N:14]=1)[C:2]1[CH:7]=[CH:6][CH:5]=[CH:4][CH:3]=1.[CH:20]1(NC2CCCCC2)CCCC[CH2:21]1.C([Si](C)(C)C)#C.[F-].C([N+](CCCC)(CCCC)CCCC)CCC.O1CCCC1, predict the reaction product. The product is: [CH2:1]([NH:8][C:9]1[C:10]2[S:18][CH:17]=[C:16]([C:20]#[CH:21])[C:11]=2[N:12]=[C:13]([Cl:15])[N:14]=1)[C:2]1[CH:7]=[CH:6][CH:5]=[CH:4][CH:3]=1. (4) The product is: [F:1][C:2]1[C:11]2[C:6](=[CH:7][CH:8]=[CH:9][CH:10]=2)[C:5]([O:12][CH2:22][O:23][CH3:24])=[CH:4][CH:3]=1. Given the reactants [F:1][C:2]1[C:11]2[C:6](=[CH:7][CH:8]=[CH:9][CH:10]=2)[C:5]([OH:12])=[CH:4][CH:3]=1.C(N(C(C)C)CC)(C)C.[CH3:22][O:23][CH2:24]Cl.C(=O)(O)[O-].[Na+], predict the reaction product.